Dataset: Reaction yield outcomes from USPTO patents with 853,638 reactions. Task: Predict the reaction yield, written as a fraction of the theoretical maximum amount of product (1.0 means a 100% yield; for example, 0.34 means a 34% yield). (1) The reactants are O[CH:2]1[C:11]2[C:6](=[CH:7][CH:8]=[CH:9][CH:10]=2)[O:5][CH2:4][CH2:3]1.C(OC(=O)C)(=O)C.[H][H]. The catalyst is C(O)(=O)C.[Pd]. The product is [O:5]1[C:6]2[C:11](=[CH:10][CH:9]=[CH:8][CH:7]=2)[CH2:2][CH2:3][CH2:4]1. The yield is 0.850. (2) The reactants are [Cl:1][C:2]1[N:3]=[C:4]([N:14]2[CH2:19][CH2:18][O:17][CH2:16][CH2:15]2)[C:5]2[S:10][C:9]([CH2:11][NH:12][CH3:13])=[CH:8][C:6]=2[N:7]=1.[CH:20](=O)[C:21]1[CH:26]=[CH:25][CH:24]=[CH:23][CH:22]=1. No catalyst specified. The product is [CH2:20]([N:12]([CH2:11][C:9]1[S:10][C:5]2[C:4]([N:14]3[CH2:15][CH2:16][O:17][CH2:18][CH2:19]3)=[N:3][C:2]([Cl:1])=[N:7][C:6]=2[CH:8]=1)[CH3:13])[C:21]1[CH:26]=[CH:25][CH:24]=[CH:23][CH:22]=1. The yield is 0.720. (3) The product is [OH:1][C:2]1[C:15]2[C:14](=[O:16])[C:13]3[C:8](=[CH:9][CH:10]=[CH:11][CH:12]=3)[C:7](=[O:17])[C:6]=2[C:5]([CH2:22][CH:23]=[C:24]([CH3:26])[CH3:25])=[C:4]([OH:18])[CH:3]=1. The reactants are [OH:1][C:2]1[C:15]2[C:14](=[O:16])[C:13]3[C:8](=[CH:9][CH:10]=[CH:11][CH:12]=3)[C:7](=[O:17])[C:6]=2[CH:5]=[C:4]([OH:18])[CH:3]=1.C[O-].[Na+].[CH2:22](Br)[CH:23]=[C:24]([CH3:26])[CH3:25]. The catalyst is CO. The yield is 0.0400. (4) The product is [F:1][C:2]1[CH:7]=[CH:6][C:5]([O:8][C:9]2[CH:10]=[CH:11][C:12]([NH2:15])=[CH:13][CH:14]=2)=[CH:4][C:3]=1[C:18]([F:19])([F:20])[F:21]. The catalyst is CO.[Pd]. The reactants are [F:1][C:2]1[CH:7]=[CH:6][C:5]([O:8][C:9]2[CH:14]=[CH:13][C:12]([N+:15]([O-])=O)=[CH:11][CH:10]=2)=[CH:4][C:3]=1[C:18]([F:21])([F:20])[F:19]. The yield is 0.950.